The task is: Predict the reaction yield, written as a fraction of the theoretical maximum amount of product (1.0 means a 100% yield; for example, 0.34 means a 34% yield).. This data is from Reaction yield outcomes from USPTO patents with 853,638 reactions. (1) The reactants are [CH3:1][O:2][C:3]1[CH:4]=[C:5]2[C:10](=[CH:11][C:12]=1[O:13][CH3:14])[N:9]=[CH:8][CH:7]=[C:6]2[O:15][C:16]1[CH:21]=[CH:20][C:19]([I:22])=[CH:18][C:17]=1[CH:23]([OH:26])[CH2:24][CH3:25].O. The catalyst is CS(C)=O. The product is [CH3:1][O:2][C:3]1[CH:4]=[C:5]2[C:10](=[CH:11][C:12]=1[O:13][CH3:14])[N:9]=[CH:8][CH:7]=[C:6]2[O:15][C:16]1[CH:21]=[CH:20][C:19]([I:22])=[CH:18][C:17]=1[C:23](=[O:26])[CH2:24][CH3:25]. The yield is 0.0400. (2) The reactants are [NH2:1][C:2]1[CH:11]=[CH:10][CH:9]=[C:8]2[C:3]=1[CH:4]=[CH:5][CH:6]=[N:7]2.C(N(CC)CC)C.[C:19]([O:23][C:24](O[C:24]([O:23][C:19]([CH3:22])([CH3:21])[CH3:20])=[O:25])=[O:25])([CH3:22])([CH3:21])[CH3:20]. The catalyst is C1COCC1. The product is [N:7]1[C:8]2[C:3](=[C:2]([NH:1][C:24](=[O:25])[O:23][C:19]([CH3:22])([CH3:21])[CH3:20])[CH:11]=[CH:10][CH:9]=2)[CH:4]=[CH:5][CH:6]=1. The yield is 0.700. (3) The reactants are [N+:1]([C:4]1[N:9]=[C:8]([N:10]2[CH2:14][CH2:13][C@@H:12]3[CH2:15][CH2:16][CH2:17][C@H:11]23)[CH:7]=[CH:6][CH:5]=1)([O-])=O.Cl.C([O-])(O)=O.[Na+]. The catalyst is O.O1CCOCC1.[Zn]. The product is [N:10]1([C:8]2[N:9]=[C:4]([NH2:1])[CH:5]=[CH:6][CH:7]=2)[CH2:14][CH2:13][C@@H:12]2[CH2:15][CH2:16][CH2:17][C@H:11]12. The yield is 1.00. (4) The reactants are [NH:1]1[C:9]2[C:4](=[CH:5][CH:6]=[CH:7][CH:8]=2)[C:3](/[CH:10]=[CH:11]/[C:12]2[CH:25]=[CH:24][C:15]([C:16]([N:18]3[CH2:23][CH2:22][NH:21][CH2:20][CH2:19]3)=[O:17])=[CH:14][CH:13]=2)=[N:2]1.C(OC([NH:33][C@H:34]([C:37](O)=[O:38])[CH2:35][OH:36])=O)(C)(C)C.O.ON1C2C=CC=CC=2N=N1.[ClH:51].C(N=C=NCCCN(C)C)C.CN1CCOCC1.Cl.CO. The catalyst is CO. The product is [ClH:51].[ClH:51].[NH:1]1[C:9]2[C:4](=[CH:5][CH:6]=[CH:7][CH:8]=2)[C:3](/[CH:10]=[CH:11]/[C:12]2[CH:13]=[CH:14][C:15]([C:16]([N:18]3[CH2:23][CH2:22][N:21]([C:35](=[O:36])[C@@H:34]([NH2:33])[CH2:37][OH:38])[CH2:20][CH2:19]3)=[O:17])=[CH:24][CH:25]=2)=[N:2]1. The yield is 0.780. (5) The reactants are Br[C:2]1[CH:3]=[C:4]([NH:10][C:11]2[CH:16]=[C:15]([CH3:17])[N:14]=[C:13]([CH3:18])[N:12]=2)[C:5](=[O:9])[N:6]([CH3:8])[CH:7]=1.[B:19]1([B:19]2[O:23][C:22]([CH3:25])([CH3:24])[C:21]([CH3:27])([CH3:26])[O:20]2)[O:23][C:22]([CH3:25])([CH3:24])[C:21]([CH3:27])([CH3:26])[O:20]1.CC(C1C=C(C(C)C)C(C2C=CC=CC=2P(C2CCCCC2)C2CCCCC2)=C(C(C)C)C=1)C.C([O-])(=O)C.[K+]. The catalyst is C1C=CC(/C=C/C(/C=C/C2C=CC=CC=2)=O)=CC=1.C1C=CC(/C=C/C(/C=C/C2C=CC=CC=2)=O)=CC=1.C1C=CC(/C=C/C(/C=C/C2C=CC=CC=2)=O)=CC=1.[Pd].[Pd].O1CCOCC1. The product is [CH3:18][C:13]1[N:12]=[C:11]([NH:10][C:4]2[C:5](=[O:9])[N:6]([CH3:8])[CH:7]=[C:2]([B:19]3[O:23][C:22]([CH3:25])([CH3:24])[C:21]([CH3:27])([CH3:26])[O:20]3)[CH:3]=2)[CH:16]=[C:15]([CH3:17])[N:14]=1. The yield is 0.720. (6) The reactants are [F:1][CH:2]([F:41])[C:3]1[N:7]([C:8]2[N:13]=[C:12]([N:14]3[CH2:20][CH:19]4[O:21][CH:16]([CH2:17][CH2:18]4)[CH2:15]3)[N:11]=[C:10]([N:22]3[CH2:27][CH2:26][N:25](C(OC(C)(C)C)=O)[CH2:24][CH2:23]3)[N:9]=2)[C:6]2[CH:35]=[CH:36][CH:37]=[C:38]([O:39][CH3:40])[C:5]=2[N:4]=1.C(O)(C(F)(F)F)=O.N. The catalyst is C(Cl)Cl. The product is [F:41][CH:2]([F:1])[C:3]1[N:7]([C:8]2[N:9]=[C:10]([N:22]3[CH2:27][CH2:26][NH:25][CH2:24][CH2:23]3)[N:11]=[C:12]([N:14]3[CH2:20][CH:19]4[O:21][CH:16]([CH2:17][CH2:18]4)[CH2:15]3)[N:13]=2)[C:6]2[CH:35]=[CH:36][CH:37]=[C:38]([O:39][CH3:40])[C:5]=2[N:4]=1. The yield is 0.910. (7) The reactants are [CH:1]1[C:11]2[CH:10]=[CH:9][C:8]3[CH:12]=[CH:13][CH:14]=[CH:15][C:7]=3[N:6]([CH2:16][C:17]3[CH:26]=[CH:25][C:20]([C:21](OC)=[O:22])=[CH:19][CH:18]=3)[C:5]=2[CH:4]=[CH:3][CH:2]=1.[NH2:27][OH:28].[OH-].[Na+].C1COCC1. The catalyst is CO. The product is [CH:1]1[C:11]2[CH:10]=[CH:9][C:8]3[CH:12]=[CH:13][CH:14]=[CH:15][C:7]=3[N:6]([CH2:16][C:17]3[CH:26]=[CH:25][C:20]([C:21]([NH:27][OH:28])=[O:22])=[CH:19][CH:18]=3)[C:5]=2[CH:4]=[CH:3][CH:2]=1. The yield is 0.260. (8) The reactants are [C:1]([C@H:5]1[CH2:10][CH2:9][C@H:8]([O:11][C:12]2[C:13]([C:33]([F:36])([F:35])[F:34])=[C:14]3[C:19](=[CH:20][CH:21]=2)[CH:18]=[C:17]([C:22]2([NH:26]S(C(C)(C)C)=O)[CH2:25][O:24][CH2:23]2)[CH:16]=[CH:15]3)[CH2:7][CH2:6]1)([CH3:4])([CH3:3])[CH3:2].C(Cl)Cl.Cl.CCOCC. The catalyst is C1CCCCC1. The product is [C:1]([C@H:5]1[CH2:6][CH2:7][C@H:8]([O:11][C:12]2[C:13]([C:33]([F:36])([F:34])[F:35])=[C:14]3[C:19](=[CH:20][CH:21]=2)[CH:18]=[C:17]([C:22]2([NH2:26])[CH2:23][O:24][CH2:25]2)[CH:16]=[CH:15]3)[CH2:9][CH2:10]1)([CH3:4])([CH3:2])[CH3:3]. The yield is 0.800. (9) The reactants are [OH:1][C:2]1[CH:10]=[CH:9][CH:8]=[C:7]2[C:3]=1[CH:4]=[CH:5][NH:6]2.C([O:13][C:14](=O)[C:15]([C:27]#[N:28])=[CH:16][C:17]1[CH:22]=[C:21]([O:23][CH3:24])[CH:20]=[CH:19][C:18]=1[O:25][CH3:26])C. No catalyst specified. The product is [C:27]([CH:15]1[C:16]([C:17]2[CH:22]=[C:21]([O:23][CH3:24])[CH:20]=[CH:19][C:18]=2[O:25][CH3:26])=[C:10]2[C:2](=[C:3]3[CH:4]=[CH:5][N:6]=[C:7]3[CH:8]=[CH:9]2)[O:1][C:14]1=[O:13])#[N:28]. The yield is 0.0260. (10) The reactants are [Cl:1][C:2]1[CH:3]=[C:4]([NH:9][C:10](=[O:35])[N:11]([CH2:25][CH2:26][CH2:27][N:28]2[CH2:33][CH2:32][N:31]([CH3:34])[CH2:30][CH2:29]2)[CH:12]2[CH2:21][CH2:20][C:19]3[C:14](=[CH:15][C:16]([N+:22]([O-])=O)=[CH:17][CH:18]=3)[CH2:13]2)[CH:5]=[CH:6][C:7]=1[F:8]. The catalyst is CCO.[Ni]. The product is [NH2:22][C:16]1[CH:15]=[C:14]2[C:19]([CH2:20][CH2:21][CH:12]([N:11]([CH2:25][CH2:26][CH2:27][N:28]3[CH2:29][CH2:30][N:31]([CH3:34])[CH2:32][CH2:33]3)[C:10]([NH:9][C:4]3[CH:5]=[CH:6][C:7]([F:8])=[C:2]([Cl:1])[CH:3]=3)=[O:35])[CH2:13]2)=[CH:18][CH:17]=1. The yield is 0.750.